This data is from Forward reaction prediction with 1.9M reactions from USPTO patents (1976-2016). The task is: Predict the product of the given reaction. Given the reactants [N:1]1[C:10]2[C:5](=[CH:6][C:7]([CH2:11][C:12]([NH:14][NH2:15])=O)=[CH:8][CH:9]=2)[CH:4]=[CH:3][CH:2]=1.Cl[C:17]1[N:18]=[N:19][C:20]([C:23]2[CH:24]=[N:25][N:26]([CH3:28])[CH:27]=2)=[CH:21][CH:22]=1.O, predict the reaction product. The product is: [CH3:28][N:26]1[CH:27]=[C:23]([C:20]2[CH:21]=[CH:22][C:17]3[N:14]([C:12]([CH2:11][C:7]4[CH:6]=[C:5]5[C:10](=[CH:9][CH:8]=4)[N:1]=[CH:2][CH:3]=[CH:4]5)=[N:19][N:18]=3)[N:15]=2)[CH:24]=[N:25]1.